Dataset: Forward reaction prediction with 1.9M reactions from USPTO patents (1976-2016). Task: Predict the product of the given reaction. (1) Given the reactants [N:1]1[C:10]2[C:5](=[CH:6][CH:7]=[C:8]([C:11]([O:13][CH2:14][CH3:15])=[O:12])[CH:9]=2)[CH:4]=[CH:3][CH:2]=1.C(OO)(=[O:18])C, predict the reaction product. The product is: [CH2:14]([O:13][C:11]([C:8]1[CH:9]=[C:10]2[C:5]([CH:4]=[CH:3][CH:2]=[N+:1]2[O-:18])=[CH:6][CH:7]=1)=[O:12])[CH3:15]. (2) Given the reactants [Br:1][C:2]1[CH:6]=[C:5](Br)[S:4][C:3]=1[C:8]([O:10][CH2:11][CH3:12])=[O:9].O.[Cl:14][C:15]1[CH:20]=[CH:19][C:18](B(O)O)=[CH:17][CH:16]=1.C(=O)([O-])[O-].[K+].[K+], predict the reaction product. The product is: [Br:1][C:2]1[CH:6]=[C:5]([C:18]2[CH:19]=[CH:20][C:15]([Cl:14])=[CH:16][CH:17]=2)[S:4][C:3]=1[C:8]([O:10][CH2:11][CH3:12])=[O:9].